Dataset: Forward reaction prediction with 1.9M reactions from USPTO patents (1976-2016). Task: Predict the product of the given reaction. (1) Given the reactants [F:1][C:2]([F:21])([F:20])[C:3]1[CH:4]=[C:5]([S:9][CH:10]2[CH2:19][CH2:18][C:13]3([O:17][CH2:16][CH2:15][O:14]3)[CH2:12][CH2:11]2)[CH:6]=[CH:7][CH:8]=1.C([O-])(O)=[O:23].[Na+].C1C=C(Cl)C=C(C(OO)=O)C=1.[OH2:38], predict the reaction product. The product is: [F:21][C:2]([F:20])([F:1])[C:3]1[CH:4]=[C:5]([S:9]([CH:10]2[CH2:19][CH2:18][C:13]3([O:14][CH2:15][CH2:16][O:17]3)[CH2:12][CH2:11]2)(=[O:23])=[O:38])[CH:6]=[CH:7][CH:8]=1. (2) Given the reactants [CH:1]1([C:4]2[CH:5]=[CH:6][C:7]([C:17]([OH:19])=O)=[N:8][C:9]=2[S:10]([CH2:13][CH:14]([CH3:16])[CH3:15])(=[O:12])=[O:11])[CH2:3][CH2:2]1.[CH3:20][C:21]1([CH3:26])[CH2:25][O:24][CH2:23][NH:22]1.CN(C(ON1N=NC2C=CC=CC1=2)=[N+](C)C)C.[B-](F)(F)(F)F.CCN(C(C)C)C(C)C, predict the reaction product. The product is: [CH:1]1([C:4]2[CH:5]=[CH:6][C:7]([C:17]([N:22]3[C:21]([CH3:26])([CH3:20])[CH2:25][O:24][CH2:23]3)=[O:19])=[N:8][C:9]=2[S:10]([CH2:13][CH:14]([CH3:15])[CH3:16])(=[O:11])=[O:12])[CH2:2][CH2:3]1. (3) Given the reactants Br[C:2]1[CH:3]=[CH:4][C:5]([O:25][CH3:26])=[C:6]([C:8]([C:10]2[CH:15]=[CH:14][C:13]([NH:16][C:17]3[CH:22]=[CH:21][C:20]([F:23])=[CH:19][C:18]=3[F:24])=[CH:12][CH:11]=2)=[O:9])[CH:7]=1.[CH3:27][N:28]1[CH2:33][CH2:32][C:31](/[CH:35]=[CH:36]/[Sn](CCCC)(CCCC)CCCC)([OH:34])[CH2:30][CH2:29]1, predict the reaction product. The product is: [F:24][C:18]1[CH:19]=[C:20]([F:23])[CH:21]=[CH:22][C:17]=1[NH:16][C:13]1[CH:14]=[CH:15][C:10]([C:8]([C:6]2[CH:7]=[C:2](/[CH:36]=[CH:35]/[C:31]3([OH:34])[CH2:32][CH2:33][N:28]([CH3:27])[CH2:29][CH2:30]3)[CH:3]=[CH:4][C:5]=2[O:25][CH3:26])=[O:9])=[CH:11][CH:12]=1. (4) Given the reactants O[CH2:2][CH2:3][NH:4][C:5]1[CH:10]=[C:9]([C:11]2[CH:16]=[CH:15][CH:14]=[CH:13][N:12]=2)[N:8]=[C:7]([C:17]2[CH:22]=[CH:21][CH:20]=[CH:19][N:18]=2)[CH:6]=1.S(Cl)([Cl:25])=O, predict the reaction product. The product is: [Cl:25][CH2:2][CH2:3][NH:4][C:5]1[CH:10]=[C:9]([C:11]2[CH:16]=[CH:15][CH:14]=[CH:13][N:12]=2)[N:8]=[C:7]([C:17]2[CH:22]=[CH:21][CH:20]=[CH:19][N:18]=2)[CH:6]=1. (5) Given the reactants [Br:1][C:2]1[C:7]([CH:8]=O)=[C:6](F)[C:5]([Cl:11])=[CH:4][CH:3]=1.O.[NH2:13][NH2:14], predict the reaction product. The product is: [Br:1][C:2]1[CH:3]=[CH:4][C:5]([Cl:11])=[C:6]2[C:7]=1[CH:8]=[N:13][NH:14]2. (6) Given the reactants [NH2:1][C:2]1[CH:7]=[CH:6][CH:5]=[C:4]([NH2:8])[N:3]=1.Cl[CH2:10][CH:11]=O, predict the reaction product. The product is: [N:1]1[CH:10]=[CH:11][N:3]2[C:4]([NH2:8])=[CH:5][CH:6]=[CH:7][C:2]=12. (7) Given the reactants Cl[C:2]1[CH:13]=[C:6]2[N:7]([CH3:12])[CH:8]([CH3:11])[CH2:9][CH2:10][N:5]2[C:4](=[O:14])[N:3]=1.F[C:16]1[CH:17]=[C:18]([CH2:24][OH:25])[CH:19]=[C:20](F)[C:21]=1[F:22], predict the reaction product. The product is: [F:22][C:21]1[CH:20]=[CH:19][C:18]([CH2:24][O:25][C:2]2[CH:13]=[C:6]3[N:7]([CH3:12])[CH:8]([CH3:11])[CH2:9][CH2:10][N:5]3[C:4](=[O:14])[N:3]=2)=[CH:17][CH:16]=1. (8) Given the reactants [O:1]=[C:2]([N:13]1[CH2:17][CH2:16][CH2:15][CH2:14]1)[CH2:3][N:4]1[CH2:7][C:6]2([CH2:11][CH2:10][CH2:9][NH:8]2)[C:5]1=[O:12].[CH3:18][O:19][C:20]1[CH:25]=[CH:24][C:23]([NH:26][C:27]([C@H:29]2[C@H:31]([CH3:32])[O:30]2)=[O:28])=[CH:22][CH:21]=1, predict the reaction product. The product is: [OH:30][C@@H:31]([CH3:32])[C@@H:29]([N:8]1[CH2:9][CH2:10][CH2:11][C:6]21[C:5](=[O:12])[N:4]([CH2:3][C:2](=[O:1])[N:13]1[CH2:17][CH2:16][CH2:15][CH2:14]1)[CH2:7]2)[C:27]([NH:26][C:23]1[CH:24]=[CH:25][C:20]([O:19][CH3:18])=[CH:21][CH:22]=1)=[O:28]. (9) Given the reactants [CH3:1][N:2]([CH3:6])[CH2:3][C:4]#[CH:5].Cl[C:8]1[CH:9]=[CH:10][C:11]2[N:12]([C:14]([CH2:17][O:18][C:19]3[C:28]4[C:23](=[CH:24][C:25]([O:29][CH3:30])=[CH:26][CH:27]=4)[N:22]=[CH:21][CH:20]=3)=[N:15][N:16]=2)[N:13]=1.C(N(CC)CC)C, predict the reaction product. The product is: [CH3:17][OH:18].[NH4+:2].[OH-:18].[CH3:30][O:29][C:25]1[CH:24]=[C:23]2[C:28]([C:19]([O:18][CH2:17][C:14]3[N:12]4[N:13]=[C:8]([C:5]#[C:4][CH2:3][N:2]([CH3:6])[CH3:1])[CH:9]=[CH:10][C:11]4=[N:16][N:15]=3)=[CH:20][CH:21]=[N:22]2)=[CH:27][CH:26]=1. (10) Given the reactants [C:1]([O:5][C:6]([N:8]1[CH2:13][CH2:12][CH:11]([CH:14]([C:16](=O)[NH:17][C:18]2[CH:23]=[CH:22][CH:21]=[CH:20][C:19]=2[C:24](=[O:26])[NH2:25])[CH3:15])[CH2:10][CH2:9]1)=[O:7])([CH3:4])([CH3:3])[CH3:2].CO[Na], predict the reaction product. The product is: [C:1]([O:5][C:6]([N:8]1[CH2:13][CH2:12][CH:11]([CH:14]([C:16]2[NH:25][C:24](=[O:26])[C:19]3[C:18](=[CH:23][CH:22]=[CH:21][CH:20]=3)[N:17]=2)[CH3:15])[CH2:10][CH2:9]1)=[O:7])([CH3:4])([CH3:3])[CH3:2].